This data is from Forward reaction prediction with 1.9M reactions from USPTO patents (1976-2016). The task is: Predict the product of the given reaction. (1) Given the reactants [CH3:1][C:2]1[CH:24]=[C:5]2[N:6]=[C:7]([C:16]3[CH:23]=[CH:22][C:19]([CH:20]=[O:21])=[CH:18][CH:17]=3)[C:8]([C:10]3[CH:15]=[CH:14][CH:13]=[CH:12][CH:11]=3)=[CH:9][N:4]2[N:3]=1.[CH:25]1(C2C=C(N)NN=2)C[CH2:26]1, predict the reaction product. The product is: [CH:1]1([C:2]2[CH:24]=[C:5]3[N:6]=[C:7]([C:16]4[CH:23]=[CH:22][C:19]([CH:20]=[O:21])=[CH:18][CH:17]=4)[C:8]([C:10]4[CH:11]=[CH:12][CH:13]=[CH:14][CH:15]=4)=[CH:9][N:4]3[N:3]=2)[CH2:26][CH2:25]1. (2) Given the reactants C(N(CC)CC)C.N1C2C(=NC=CC=2)N(O)N=1.C(Cl)CCl.Cl.[NH2:23][C@H:24]1[CH2:28][CH2:27][CH2:26][C@H:25]1[OH:29].[N:30]1[N:31]([C:35]2[CH:43]=[CH:42][CH:41]=[CH:40][C:36]=2[C:37](O)=[O:38])[N:32]=[CH:33][CH:34]=1, predict the reaction product. The product is: [OH:29][C@H:25]1[CH2:26][CH2:27][CH2:28][C@@H:24]1[NH:23][C:37](=[O:38])[C:36]1[CH:40]=[CH:41][CH:42]=[CH:43][C:35]=1[N:31]1[N:32]=[CH:33][CH:34]=[N:30]1. (3) Given the reactants C(O[BH-](OC(=O)C)OC(=O)C)(=O)C.[Na+].[NH2:15][C@H:16]([CH:24]([CH3:26])[CH3:25])[C:17]([N:19]1[CH2:23][CH2:22][CH2:21][CH2:20]1)=[O:18].[CH:27]([C:29]1[CH:34]=[CH:33][N:32]=[C:31]2[N:35]([C:42]([O:44][C:45]([CH3:48])([CH3:47])[CH3:46])=[O:43])[CH:36]=[C:37]([C:38]([O:40][CH3:41])=[O:39])[C:30]=12)=O, predict the reaction product. The product is: [CH3:25][CH:24]([CH3:26])[C@@H:16]([NH:15][CH2:27][C:29]1[CH:34]=[CH:33][N:32]=[C:31]2[N:35]([C:42]([O:44][C:45]([CH3:48])([CH3:47])[CH3:46])=[O:43])[CH:36]=[C:37]([C:38]([O:40][CH3:41])=[O:39])[C:30]=12)[C:17](=[O:18])[N:19]1[CH2:23][CH2:22][CH2:21][CH2:20]1.